This data is from Forward reaction prediction with 1.9M reactions from USPTO patents (1976-2016). The task is: Predict the product of the given reaction. (1) Given the reactants [Cl:1][C:2]1[CH:3]=[C:4]([NH:9][C:10]2[N:15]=[C:14]([NH:16][CH3:17])[N:13]=[C:12](Cl)[N:11]=2)[CH:5]=[C:6]([Cl:8])[CH:7]=1.[NH2:19][C:20]1[CH:25]=[CH:24][C:23]([OH:26])=[CH:22][CH:21]=1.C(Cl)Cl.[K+].[Br-], predict the reaction product. The product is: [Cl:1][C:2]1[CH:3]=[C:4]([NH:9][C:10]2[N:15]=[C:14]([NH:16][CH3:17])[N:13]=[C:12]([NH:19][C:20]3[CH:25]=[CH:24][C:23]([OH:26])=[CH:22][CH:21]=3)[N:11]=2)[CH:5]=[C:6]([Cl:8])[CH:7]=1. (2) Given the reactants [CH:1]1([NH:7][C:8]2[C:13]([CH:14]=[O:15])=[CH:12][N:11]=[C:10]3[NH:16][CH:17]=[CH:18][C:9]=23)[CH2:6][CH2:5][CH2:4][CH2:3][CH2:2]1.[H-].[Na+].Cl[CH2:22][O:23][CH2:24][CH2:25][Si:26]([CH3:29])([CH3:28])[CH3:27].O, predict the reaction product. The product is: [CH:1]1([NH:7][C:8]2[C:13]([CH:14]=[O:15])=[CH:12][N:11]=[C:10]3[N:16]([CH2:22][O:23][CH2:24][CH2:25][Si:26]([CH3:29])([CH3:28])[CH3:27])[CH:17]=[CH:18][C:9]=23)[CH2:2][CH2:3][CH2:4][CH2:5][CH2:6]1.